Dataset: Reaction yield outcomes from USPTO patents with 853,638 reactions. Task: Predict the reaction yield, written as a fraction of the theoretical maximum amount of product (1.0 means a 100% yield; for example, 0.34 means a 34% yield). (1) The reactants are [Br:1][C:2]1[CH:14]=[CH:13][C:12]2[C:11]3[C:6](=[CH:7][C:8]([Br:15])=[CH:9][CH:10]=3)[C:5]([CH2:17][CH2:18][CH2:19][CH2:20][N:21]3C(=O)C4C(=CC=CC=4)C3=O)([CH3:16])[C:4]=2[CH:3]=1.O.NN.Cl.ClCCl. The catalyst is C(O)C. The product is [Br:1][C:2]1[CH:14]=[CH:13][C:12]2[C:11]3[C:6](=[CH:7][C:8]([Br:15])=[CH:9][CH:10]=3)[C:5]([CH2:17][CH2:18][CH2:19][CH2:20][NH2:21])([CH3:16])[C:4]=2[CH:3]=1. The yield is 1.00. (2) The reactants are [Cl:1][C:2]1[CH:7]=[CH:6][C:5]([O:8][C:9]([F:12])([F:11])[F:10])=[C:4]([N+]([O-])=O)[CH:3]=1.Cl[C:17]1C=CC(OC(F)(F)F)=C[C:18]=1[N+:28]([O-])=O.C([Mg]Br)=C.[NH4+].[Cl-]. The catalyst is C1COCC1. The product is [Cl:1][C:2]1[CH:7]=[CH:6][C:5]([O:8][C:9]([F:12])([F:11])[F:10])=[C:4]2[C:3]=1[NH:28][CH:18]=[CH:17]2. The yield is 0.130.